From a dataset of Full USPTO retrosynthesis dataset with 1.9M reactions from patents (1976-2016). Predict the reactants needed to synthesize the given product. (1) Given the product [C:1]([O:18][CH2:67][Cl:68])(=[O:17])[CH2:2][CH2:3][CH2:4][CH2:5][CH2:6][CH2:7][CH2:8][CH2:9][CH2:10][CH2:11][CH2:12][CH2:13][CH2:14][CH2:15][CH3:16], predict the reactants needed to synthesize it. The reactants are: [C:1]([OH:18])(=[O:17])[CH2:2][CH2:3][CH2:4][CH2:5][CH2:6][CH2:7][CH2:8][CH2:9][CH2:10][CH2:11][CH2:12][CH2:13][CH2:14][CH2:15][CH3:16].C(=O)(O)[O-].[Na+].S([O-])([O-])(=O)=O.C([N+](CCCC)(CCCC)CCCC)CCC.C([N+](CCCC)(CCCC)CCCC)CCC.S(Cl)(O[CH2:67][Cl:68])(=O)=O. (2) Given the product [F:32][C:33]1[CH:38]=[CH:37][C:36]([C:22]2[CH:23]=[C:24]([C:26]([F:28])([F:27])[F:29])[CH:25]=[C:20]([S:17]([N:15]([CH3:16])[C@@H:10]3[CH2:11][CH2:12][CH2:13][C:14]4[N:6]([CH2:5][C:4]([OH:3])=[O:31])[N:7]=[CH:8][C:9]3=4)(=[O:18])=[O:19])[CH:21]=2)=[CH:35][CH:34]=1, predict the reactants needed to synthesize it. The reactants are: C([O:3][C:4](=[O:31])[CH2:5][N:6]1[C:14]2[CH2:13][CH2:12][CH2:11][C@@H:10]([N:15]([S:17]([C:20]3[CH:25]=[C:24]([C:26]([F:29])([F:28])[F:27])[CH:23]=[C:22](Br)[CH:21]=3)(=[O:19])=[O:18])[CH3:16])[C:9]=2[CH:8]=[N:7]1)C.[F:32][C:33]1[CH:38]=[CH:37][C:36](B(O)O)=[CH:35][CH:34]=1. (3) Given the product [CH2:8]([O:15][C:16]1[C:25](=[O:26])[C:24]2[C:19](=[CH:20][C:21]([CH2:1][CH2:2][CH2:3][CH3:4])=[CH:22][CH:23]=2)[O:18][C:17]=1[C:28]1[CH:33]=[C:32]([O:34][CH3:35])[C:31]([O:36][CH3:37])=[C:30]([O:38][CH3:39])[CH:29]=1)[C:9]1[CH:14]=[CH:13][CH:12]=[CH:11][CH:10]=1, predict the reactants needed to synthesize it. The reactants are: [CH2:1](B(O)O)[CH2:2][CH2:3][CH3:4].[CH2:8]([O:15][C:16]1[C:25](=[O:26])[C:24]2[C:19](=[CH:20][C:21](I)=[CH:22][CH:23]=2)[O:18][C:17]=1[C:28]1[CH:33]=[C:32]([O:34][CH3:35])[C:31]([O:36][CH3:37])=[C:30]([O:38][CH3:39])[CH:29]=1)[C:9]1[CH:14]=[CH:13][CH:12]=[CH:11][CH:10]=1. (4) Given the product [CH:4]1([CH2:7][O:8][C:9]2[CH:10]=[CH:11][C:12]([N+:19]([O-:21])=[O:20])=[C:13]([CH:18]=2)[C:14]([OH:16])=[O:15])[CH2:6][CH2:5]1, predict the reactants needed to synthesize it. The reactants are: [OH-].[Na+].O.[CH:4]1([CH2:7][O:8][C:9]2[CH:10]=[CH:11][C:12]([N+:19]([O-:21])=[O:20])=[C:13]([CH:18]=2)[C:14]([O:16]C)=[O:15])[CH2:6][CH2:5]1.Cl. (5) The reactants are: Cl.[Br:2][C:3]1[CH:8]=[C:7]([C:9]([F:12])([F:11])[F:10])[CH:6]=[CH:5][C:4]=1[C:13]1[CH:22]=[CH:21][CH:20]=[C:19]2[C:14]=1[CH2:15][CH2:16][NH:17][CH2:18]2.C(N(CC)CC)C.[S:30](Cl)([Cl:33])(=[O:32])=[O:31]. Given the product [Br:2][C:3]1[CH:8]=[C:7]([C:9]([F:12])([F:11])[F:10])[CH:6]=[CH:5][C:4]=1[C:13]1[CH:22]=[CH:21][CH:20]=[C:19]2[C:14]=1[CH2:15][CH2:16][N:17]([S:30]([Cl:33])(=[O:32])=[O:31])[CH2:18]2, predict the reactants needed to synthesize it. (6) Given the product [Cl:1][C:2]1[CH:3]=[C:4]([NH:9][C:10]2[C:19]3[C:14](=[CH:15][CH:16]=[C:17]([NH:20][CH:22]4[CH2:27][CH2:26][N:25]([C:28]([O:30][CH2:31][C:32]5[CH:33]=[CH:34][CH:35]=[CH:36][CH:37]=5)=[O:29])[CH2:24][CH2:23]4)[CH:18]=3)[N:13]=[CH:12][N:11]=2)[CH:5]=[CH:6][C:7]=1[F:8], predict the reactants needed to synthesize it. The reactants are: [Cl:1][C:2]1[CH:3]=[C:4]([NH:9][C:10]2[C:19]3[C:14](=[CH:15][CH:16]=[C:17]([NH2:20])[CH:18]=3)[N:13]=[CH:12][N:11]=2)[CH:5]=[CH:6][C:7]=1[F:8].O=[C:22]1[CH2:27][CH2:26][N:25]([C:28]([O:30][CH2:31][C:32]2[CH:37]=[CH:36][CH:35]=[CH:34][CH:33]=2)=[O:29])[CH2:24][CH2:23]1. (7) Given the product [Cl:14][C:12]1[N:11]=[C:10]2[C:6]([N:7]=[CH:8][N:9]2[CH:15]2[CH2:19][CH2:18][CH2:17][CH2:16]2)=[C:5]([NH:4][CH2:3][CH2:2][NH:1][CH:22]([C:23]2[CH:28]=[CH:27][CH:26]=[CH:25][CH:24]=2)[C:23]2[CH:28]=[CH:27][CH:26]=[CH:25][CH:24]=2)[N:13]=1, predict the reactants needed to synthesize it. The reactants are: [NH2:1][CH2:2][CH2:3][NH:4][C:5]1[N:13]=[C:12]([Cl:14])[N:11]=[C:10]2[C:6]=1[N:7]=[CH:8][N:9]2[CH:15]1[CH2:19][CH2:18][CH2:17][CH2:16]1.CO.[CH:22](=O)[C:23]1[CH:28]=[CH:27][CH:26]=[CH:25][CH:24]=1.C([BH3-])#N.[Na+]. (8) Given the product [OH:15][C:14]1[CH:21]=[CH:20][C:19]2[C:1]([C:3]3[CH:13]=[CH:12][C:6]([O:7][CH2:8][C:9]([OH:11])=[O:10])=[CH:5][CH:4]=3)=[C:28]3[C:33]([O:18][C:17]=2[CH:16]=1)=[CH:32][C:31](=[O:34])[CH:30]=[CH:29]3, predict the reactants needed to synthesize it. The reactants are: [CH:1]([C:3]1[CH:13]=[CH:12][C:6]([O:7][CH2:8][C:9]([OH:11])=[O:10])=[CH:5][CH:4]=1)=O.[C:14]1([CH:21]=[CH:20][CH:19]=[C:17]([OH:18])[CH:16]=1)[OH:15].C(N1[C:33]2[C:28](=[CH:29][CH:30]=[C:31]([OH:34])[CH:32]=2)C(C)=CC1(C)C)C. (9) Given the product [CH3:7][N:6]1[C:4](=[O:5])[C:3]2[C:2](=[CH:11][CH:10]=[C:9]([N:12]3[CH2:13][CH:14]4[CH:18]([CH2:17][N:16]([CH3:20])[CH2:15]4)[CH2:19]3)[CH:8]=2)[N:1]=[CH:23]1, predict the reactants needed to synthesize it. The reactants are: [NH2:1][C:2]1[CH:11]=[CH:10][C:9]([N:12]2[CH2:19][CH:18]3[CH:14]([CH2:15][N:16]([CH3:20])[CH2:17]3)[CH2:13]2)=[CH:8][C:3]=1[C:4]([NH:6][CH3:7])=[O:5].[OH-].[Li+].[CH2:23](OC(OCC)OCC)C. (10) Given the product [CH:16]1([N:7]2[CH2:8][C:9]([F:15])([F:14])[C:10](=[O:13])[N:11]([CH3:12])[C:5]3[CH:4]=[N:3][C:2]([NH:33][C:34]4[CH:48]=[CH:47][C:37]([C:38]([NH:40][CH:41]5[CH2:42][CH2:43][O:44][CH2:45][CH2:46]5)=[O:39])=[CH:36][C:35]=4[O:49][CH3:50])=[N:20][C:6]2=3)[CH2:19][CH2:18][CH2:17]1, predict the reactants needed to synthesize it. The reactants are: Cl[C:2]1[N:3]=[CH:4][C:5]2[N:11]([CH3:12])[C:10](=[O:13])[C:9]([F:15])([F:14])[CH2:8][N:7]([CH:16]3[CH2:19][CH2:18][CH2:17]3)[C:6]=2[N:20]=1.O.C1(C)C(S(O)(=O)=O)=CC=CC=1.[NH2:33][C:34]1[CH:48]=[CH:47][C:37]([C:38]([NH:40][CH:41]2[CH2:46][CH2:45][O:44][CH2:43][CH2:42]2)=[O:39])=[CH:36][C:35]=1[O:49][CH3:50].